This data is from Catalyst prediction with 721,799 reactions and 888 catalyst types from USPTO. The task is: Predict which catalyst facilitates the given reaction. (1) Reactant: S(Cl)([Cl:3])=O.[CH2:5]([N:12]([CH3:16])[CH2:13][CH2:14]O)[C:6]1[CH:11]=[CH:10][CH:9]=[CH:8][CH:7]=1. Product: [ClH:3].[CH2:5]([N:12]([CH2:13][CH2:14][Cl:3])[CH3:16])[C:6]1[CH:11]=[CH:10][CH:9]=[CH:8][CH:7]=1. The catalyst class is: 8. (2) Reactant: [CH:1]1([C:4]2[C:5]([N:23]3[CH2:28][CH2:27][N:26]([C:29]([O:31][C:32]([CH3:35])([CH3:34])[CH3:33])=[O:30])[CH2:25][CH2:24]3)=[C:6]3[C:12](I)=[N:11][N:10]([CH2:14][C:15]4[CH:20]=[CH:19][C:18]([O:21][CH3:22])=[CH:17][CH:16]=4)[C:7]3=[N:8][CH:9]=2)[CH2:3][CH2:2]1.C(N(CC)CC)C.[C:43]([Si:45]([CH3:48])([CH3:47])[CH3:46])#[CH:44]. Product: [CH:1]1([C:4]2[C:5]([N:23]3[CH2:28][CH2:27][N:26]([C:29]([O:31][C:32]([CH3:35])([CH3:34])[CH3:33])=[O:30])[CH2:25][CH2:24]3)=[C:6]3[C:12]([C:44]#[C:43][Si:45]([CH3:48])([CH3:47])[CH3:46])=[N:11][N:10]([CH2:14][C:15]4[CH:20]=[CH:19][C:18]([O:21][CH3:22])=[CH:17][CH:16]=4)[C:7]3=[N:8][CH:9]=2)[CH2:3][CH2:2]1. The catalyst class is: 516.